Dataset: KCNQ2 potassium channel screen with 302,405 compounds. Task: Binary Classification. Given a drug SMILES string, predict its activity (active/inactive) in a high-throughput screening assay against a specified biological target. (1) The result is 0 (inactive). The molecule is s1c(c(nc1NC(=O)C)C)c1nc(sc1)NCC=C. (2) The drug is O=C(NN\C=C1/C=C([N+]([O-])=O)C=CC1=O)CCN1CCN(CC1)C. The result is 0 (inactive). (3) The drug is S(CCC(=O)N\N=C\c1ccc(cc1)C(OC)=O)c1sc2c(n1)cccc2. The result is 0 (inactive). (4) The molecule is s1nnc(C(=O)N(C2CC2)C(C(=O)NC2CCCC2)c2cc(ccc2)C)c1. The result is 0 (inactive). (5) The compound is o1nc2c(N3CC(CCC3)C)cc(N(CCO)C)c([N+]([O-])=O)c2n1. The result is 0 (inactive). (6) The compound is Fc1cc(NC(=O)CC2N(CCOC)C(=O)N(C2=O)c2ccc(OC)cc2)ccc1. The result is 0 (inactive).